This data is from Forward reaction prediction with 1.9M reactions from USPTO patents (1976-2016). The task is: Predict the product of the given reaction. Given the reactants S(Cl)([Cl:3])=O.[CH2:5]([O:12][C:13]1[CH:18]=[CH:17][N:16]=[C:15]([CH2:19]O)[CH:14]=1)[C:6]1[CH:11]=[CH:10][CH:9]=[CH:8][CH:7]=1.C(=O)([O-])[O-].[Na+].[Na+], predict the reaction product. The product is: [CH2:5]([O:12][C:13]1[CH:18]=[CH:17][N:16]=[C:15]([CH2:19][Cl:3])[CH:14]=1)[C:6]1[CH:11]=[CH:10][CH:9]=[CH:8][CH:7]=1.